This data is from Rat liver microsome stability data. The task is: Regression/Classification. Given a drug SMILES string, predict its absorption, distribution, metabolism, or excretion properties. Task type varies by dataset: regression for continuous measurements (e.g., permeability, clearance, half-life) or binary classification for categorical outcomes (e.g., BBB penetration, CYP inhibition). Dataset: rlm. (1) The result is 1 (stable in rat liver microsomes). The molecule is O=C(NCCCCN1CCN(c2cccc(Cl)c2)CC1)c1ccc(-c2ccsc2)cc1. (2) The molecule is CN(C)c1cccc(-c2nc(N3CCC(C(N)=O)CC3)ncc2F)c1. The result is 1 (stable in rat liver microsomes). (3) The drug is [2H]C([2H])([2H])N1CCN(Cc2ccc(C(=O)Nc3ccc(C)c(Nc4nccc(-c5cccnc5)n4)c3)cc2)CC1. The result is 1 (stable in rat liver microsomes). (4) The compound is CC(C)(C)OC(=O)NC1CCN(c2nc(-c3ccc(Br)cc3)cs2)CC1. The result is 0 (unstable in rat liver microsomes). (5) The drug is Ic1ccccc1CNC1C2CCN(CC2)C1C(c1ccccc1)c1ccccc1. The result is 1 (stable in rat liver microsomes). (6) The drug is CCOc1ccc(CCNC(=O)c2cc3sccc3n2CCN2CCN(C)CC2)cc1OCC. The result is 1 (stable in rat liver microsomes). (7) The molecule is CCOc1ccc(Cc2nc3cc([N+](=O)[O-])ccc3n2CCN(CC)CC)cc1. The result is 1 (stable in rat liver microsomes).